This data is from Peptide-MHC class I binding affinity with 185,985 pairs from IEDB/IMGT. The task is: Regression. Given a peptide amino acid sequence and an MHC pseudo amino acid sequence, predict their binding affinity value. This is MHC class I binding data. (1) The peptide sequence is EPADHLAIM. The MHC is HLA-A01:01 with pseudo-sequence HLA-A01:01. The binding affinity (normalized) is 0.0847. (2) The peptide sequence is HLAAQGMAY. The MHC is HLA-B53:01 with pseudo-sequence HLA-B53:01. The binding affinity (normalized) is 0.00276. (3) The peptide sequence is FQRAIMNAM. The MHC is HLA-C12:03 with pseudo-sequence HLA-C12:03. The binding affinity (normalized) is 0.575. (4) The peptide sequence is YRVKYPNL. The MHC is H-2-Kb with pseudo-sequence H-2-Kb. The binding affinity (normalized) is 0.247. (5) The peptide sequence is YMKPGSSPL. The MHC is HLA-B35:01 with pseudo-sequence HLA-B35:01. The binding affinity (normalized) is 0.351. (6) The peptide sequence is YYQSGLSIVMP. The MHC is HLA-B37:01 with pseudo-sequence YHSTYREISTNTYEDTLYIRSNFYTWAVDAYTWY. The binding affinity (normalized) is 0.334. (7) The peptide sequence is NKWRMLIDFRE. The MHC is HLA-B27:05 with pseudo-sequence HLA-B27:05. The binding affinity (normalized) is 0.251. (8) The peptide sequence is EQRLIDICV. The MHC is HLA-B27:05 with pseudo-sequence HLA-B27:05. The binding affinity (normalized) is 0.0847. (9) The peptide sequence is YIITCCLFA. The MHC is HLA-B15:01 with pseudo-sequence HLA-B15:01. The binding affinity (normalized) is 0.0847. (10) The peptide sequence is LLYDGSFAV. The MHC is HLA-A02:12 with pseudo-sequence HLA-A02:12. The binding affinity (normalized) is 0.936.